This data is from Full USPTO retrosynthesis dataset with 1.9M reactions from patents (1976-2016). The task is: Predict the reactants needed to synthesize the given product. (1) Given the product [C:8]([CH2:46][NH:4][CH2:5][CH2:6][C:7]1[CH:49]=[CH:48][CH:47]=[CH:46][C:8]=1[O:9][CH2:10][CH2:11][O:12][CH:13]1[CH:18]([C:19]2[CH:20]=[CH:21][C:22]([O:25][CH2:26][CH2:27][CH2:28][O:29][CH2:30][C:31]3[CH:36]=[CH:35][CH:34]=[CH:33][C:32]=3[O:37][CH3:38])=[CH:23][CH:24]=2)[CH2:17][CH2:16][N:15]([C:39]([O:41][C:42]([CH3:45])([CH3:44])[CH3:43])=[O:40])[CH2:14]1)(=[O:9])[CH3:7], predict the reactants needed to synthesize it. The reactants are: C([NH:4][CH2:5][CH2:6][C:7]1[CH:49]=[CH:48][CH:47]=[CH:46][C:8]=1[O:9][CH2:10][CH2:11][O:12][CH:13]1[CH:18]([C:19]2[CH:24]=[CH:23][C:22]([O:25][CH2:26][CH2:27][CH2:28][O:29][CH2:30][C:31]3[CH:36]=[CH:35][CH:34]=[CH:33][C:32]=3[O:37][CH3:38])=[CH:21][CH:20]=2)[CH2:17][CH2:16][N:15]([C:39]([O:41][C:42]([CH3:45])([CH3:44])[CH3:43])=[O:40])[CH2:14]1)(=O)C.[H-].[Na+].CI. (2) Given the product [OH:1][CH2:2][CH2:3][O:4][C@@H:5]1[CH2:10][CH2:9][C@H:8]([N:11]2[C:16](=[O:17])[C:15]([CH2:18][C:19]3[CH:24]=[CH:23][C:22]([C:25]4[CH:30]=[CH:29][CH:28]=[CH:27][C:26]=4[C:31]4[NH:54][C:65](=[O:68])[O:66][N:32]=4)=[CH:21][CH:20]=3)=[C:14]([CH2:33][CH2:34][CH3:35])[N:13]3[N:36]=[CH:37][N:38]=[C:12]23)[CH2:7][CH2:6]1, predict the reactants needed to synthesize it. The reactants are: [OH:1][CH2:2][CH2:3][O:4][C@@H:5]1[CH2:10][CH2:9][C@H:8]([N:11]2[C:16](=[O:17])[C:15]([CH2:18][C:19]3[CH:24]=[CH:23][C:22]([C:25]4[C:26]([C:31]#[N:32])=[CH:27][CH:28]=[CH:29][CH:30]=4)=[CH:21][CH:20]=3)=[C:14]([CH2:33][CH2:34][CH3:35])[N:13]3[N:36]=[CH:37][N:38]=[C:12]23)[CH2:7][CH2:6]1.FC(F)(F)S(O[Si](C(C)(C)C)(C)C)(=O)=O.[N:54]1C(C)=CC=CC=1C.[Cl-].O[NH3+].[C:65](=[O:68])([O-])[OH:66].[Na+]. (3) Given the product [N:22]1[CH:23]=[CH:24][CH:25]=[C:20]([CH2:19][NH:18][C:2]2[C:11]3[CH:12]=[CH:13][S:14][C:10]=3[C:9]3[CH:8]=[CH:7][C:6]([C:15]([OH:17])=[O:16])=[CH:5][C:4]=3[N:3]=2)[CH:21]=1, predict the reactants needed to synthesize it. The reactants are: Cl[C:2]1[C:11]2[CH:12]=[CH:13][S:14][C:10]=2[C:9]2[CH:8]=[CH:7][C:6]([C:15]([O-:17])=[O:16])=[CH:5][C:4]=2[N:3]=1.[NH2:18][CH2:19][C:20]1[CH:21]=[N:22][CH:23]=[CH:24][CH:25]=1. (4) Given the product [CH3:15][C:16]([Si:19]([CH3:31])([CH3:30])[O:20][CH2:21][C:22]1[CH:23]=[CH:24][C:25]([CH2:28][N:35]2[CH2:36][CH2:37][N:32]([C:38]3[C:43]([C:44]([O:46][CH:47]([CH3:49])[CH3:48])=[O:45])=[CH:42][CH:41]=[CH:40][N:39]=3)[CH2:33][CH2:34]2)=[N:26][CH:27]=1)([CH3:18])[CH3:17], predict the reactants needed to synthesize it. The reactants are: C(O[BH-](OC(=O)C)OC(=O)C)(=O)C.[Na+].[CH3:15][C:16]([Si:19]([CH3:31])([CH3:30])[O:20][CH2:21][C:22]1[CH:23]=[CH:24][C:25]([CH:28]=O)=[N:26][CH:27]=1)([CH3:18])[CH3:17].[N:32]1([C:38]2[C:43]([C:44]([O:46][CH:47]([CH3:49])[CH3:48])=[O:45])=[CH:42][CH:41]=[CH:40][N:39]=2)[CH2:37][CH2:36][NH:35][CH2:34][CH2:33]1. (5) Given the product [Cl:8][C:4]1[CH:5]=[CH:6][CH:7]=[C:2]([Cl:1])[C:3]=1[C:9]1[C:18]2[O:17][CH:16]([CH2:19][N:36]3[C:32](=[O:42])[C:33]4[C:34](=[CH:38][CH:39]=[CH:40][CH:41]=4)[C:35]3=[O:37])[CH2:15][S:14][C:13]=2[CH:12]=[C:11]([F:31])[CH:10]=1, predict the reactants needed to synthesize it. The reactants are: [Cl:1][C:2]1[CH:7]=[CH:6][CH:5]=[C:4]([Cl:8])[C:3]=1[C:9]1[C:18]2[O:17][CH:16]([CH2:19]OS(C3C=CC(C)=CC=3)(=O)=O)[CH2:15][S:14][C:13]=2[CH:12]=[C:11]([F:31])[CH:10]=1.[C:32]1(=[O:42])[NH:36][C:35](=[O:37])[C:34]2=[CH:38][CH:39]=[CH:40][CH:41]=[C:33]12. (6) The reactants are: [F:1][C:2]1[CH:10]=[CH:9][C:8]2[N:7]([CH2:11][C:12]3[CH:21]=[CH:20][C:15]([C:16]([O:18][CH3:19])=[O:17])=[CH:14][CH:13]=3)[C:6]3[CH2:22][CH2:23][N:24]([CH2:27][CH2:28]O)[C:25](=[O:26])[C:5]=3[C:4]=2[CH:3]=1.CCN(C(C)C)C(C)C.CS(Cl)(=O)=O.[OH:44][CH2:45][C@H:46]1[CH2:50][CH2:49][CH2:48][NH:47]1. Given the product [F:1][C:2]1[CH:10]=[CH:9][C:8]2[N:7]([CH2:11][C:12]3[CH:21]=[CH:20][C:15]([C:16]([O:18][CH3:19])=[O:17])=[CH:14][CH:13]=3)[C:6]3[CH2:22][CH2:23][N:24]([CH2:27][CH2:28][N:47]4[CH2:48][CH2:49][CH2:50][C@@H:46]4[CH2:45][OH:44])[C:25](=[O:26])[C:5]=3[C:4]=2[CH:3]=1, predict the reactants needed to synthesize it. (7) Given the product [CH:1]([C:4]1[N:5]=[C:6]([C:9]2[CH:18]=[C:17]([O:19][CH2:20][CH2:21][C@@H:22]3[NH:36][C:35](=[O:37])[N:34]([CH3:38])[CH2:33][CH2:32][CH2:31][CH2:30][CH:29]=[CH:28][C@H:27]4[C@@:25]([C:39]([NH:54][S:51]([C:48]5([C:46]#[CH:47])[CH2:50][CH2:49]5)(=[O:53])=[O:52])=[O:40])([CH2:26]4)[NH:24][C:23]3=[O:42])[C:16]3[C:11](=[C:12]([Cl:45])[C:13]([O:43][CH3:44])=[CH:14][CH:15]=3)[N:10]=2)[S:7][CH:8]=1)([CH3:3])[CH3:2], predict the reactants needed to synthesize it. The reactants are: [CH:1]([C:4]1[N:5]=[C:6]([C:9]2[CH:18]=[C:17]([O:19][CH2:20][CH2:21][C@@H:22]3[NH:36][C:35](=[O:37])[N:34]([CH3:38])[CH2:33][CH2:32][CH2:31][CH2:30][CH:29]=[CH:28][C@H:27]4[C@@:25]([C:39](O)=[O:40])([CH2:26]4)[NH:24][C:23]3=[O:42])[C:16]3[C:11](=[C:12]([Cl:45])[C:13]([O:43][CH3:44])=[CH:14][CH:15]=3)[N:10]=2)[S:7][CH:8]=1)([CH3:3])[CH3:2].[C:46]([C:48]1([S:51]([NH2:54])(=[O:53])=[O:52])[CH2:50][CH2:49]1)#[CH:47]. (8) Given the product [F:3][C:4]1[CH:5]=[C:6]([C:10]2[CH:18]=[C:17]3[C:13]([CH2:14][CH2:15][CH:16]3[O:19][C:20]3[CH:21]=[C:22]([CH:29]=[CH:30][CH:31]=3)[O:23][CH2:24][C:25]([OH:27])=[O:26])=[CH:12][CH:11]=2)[CH:7]=[CH:8][CH:9]=1, predict the reactants needed to synthesize it. The reactants are: [OH-].[Li+].[F:3][C:4]1[CH:5]=[C:6]([C:10]2[CH:18]=[C:17]3[C:13]([CH2:14][CH2:15][CH:16]3[O:19][C:20]3[CH:21]=[C:22]([CH:29]=[CH:30][CH:31]=3)[O:23][CH2:24][C:25]([O:27]C)=[O:26])=[CH:12][CH:11]=2)[CH:7]=[CH:8][CH:9]=1. (9) Given the product [CH3:1][N:2]1[C:6]([CH2:7][CH2:8][CH2:9][NH2:10])=[CH:5][CH:4]=[N:3]1, predict the reactants needed to synthesize it. The reactants are: [CH3:1][N:2]1[C:6]([CH:7]=[CH:8][C:9]#[N:10])=[CH:5][CH:4]=[N:3]1. (10) Given the product [CH3:19][C:18]1[C:17]([OH:20])=[C:16]([CH3:25])[CH:15]=[C:2]([C:1]([O:10][CH2:11][CH3:12])=[O:9])[C:3]=1[C:4]([O:6][CH2:7][CH3:8])=[O:5], predict the reactants needed to synthesize it. The reactants are: [C:1]([O:10][CH2:11][CH3:12])(=[O:9])[C:2]#[C:3][C:4]([O:6][CH2:7][CH3:8])=[O:5].CO/[CH:15]=[C:16](\[CH3:25])/[C:17](/[O:20][Si](C)(C)C)=[CH:18]/[CH3:19].